Dataset: Full USPTO retrosynthesis dataset with 1.9M reactions from patents (1976-2016). Task: Predict the reactants needed to synthesize the given product. Given the product [CH2:1]([N:8]1[C:16]2([CH:17]=[CH:18][NH:19][CH2:20][CH2:21]2)[C:15]2[C:10](=[CH:11][CH:12]=[CH:13][CH:14]=2)[C:9]1=[O:29])[C:2]1[CH:7]=[CH:6][CH:5]=[CH:4][CH:3]=1, predict the reactants needed to synthesize it. The reactants are: [CH2:1]([N:8]1[C:16]2([CH:21]=[CH:20][N:19](C(OC(C)(C)C)=O)[CH2:18][CH2:17]2)[C:15]2[C:10](=[CH:11][CH:12]=[CH:13][CH:14]=2)[C:9]1=[O:29])[C:2]1[CH:7]=[CH:6][CH:5]=[CH:4][CH:3]=1.Cl.